From a dataset of Reaction yield outcomes from USPTO patents with 853,638 reactions. Predict the reaction yield, written as a fraction of the theoretical maximum amount of product (1.0 means a 100% yield; for example, 0.34 means a 34% yield). (1) The reactants are [CH3:1][C:2]1[N:40]=[C:5]2[N:6]([CH2:33][CH:34]([OH:39])[C:35]([F:38])([F:37])[F:36])[C:7](=[O:32])[C:8]([CH2:13][C:14]3[CH:19]=[CH:18][C:17]([C:20]4[CH:25]=[CH:24][CH:23]=[CH:22][C:21]=4[C:26]4[NH:30][C:29](=[O:31])[O:28][N:27]=4)=[CH:16][CH:15]=3)=[C:9]([CH2:10][CH2:11][CH3:12])[N:4]2[N:3]=1.CC(OI1(OC(C)=O)(OC(C)=O)OC(=O)C2C=CC=CC1=2)=O.C(=O)([O-])O.[Na+].O.O.O.O.O.S([O-])([O-])(=O)=S.[Na+].[Na+]. The catalyst is C(OCC)(=O)C.C(#N)C. The product is [CH3:1][C:2]1[N:40]=[C:5]2[N:6]([CH2:33][C:34](=[O:39])[C:35]([F:38])([F:37])[F:36])[C:7](=[O:32])[C:8]([CH2:13][C:14]3[CH:19]=[CH:18][C:17]([C:20]4[CH:25]=[CH:24][CH:23]=[CH:22][C:21]=4[C:26]4[NH:30][C:29](=[O:31])[O:28][N:27]=4)=[CH:16][CH:15]=3)=[C:9]([CH2:10][CH2:11][CH3:12])[N:4]2[N:3]=1. The yield is 0.430. (2) The product is [Si:1]([O:8][C@@H:9]([C:25]1[CH:30]=[CH:29][CH:28]=[CH:27][C:26]=1[C:31]1[CH:36]=[CH:35][C:34]([Cl:37])=[CH:33][CH:32]=1)[CH:10]1[CH2:15][CH2:14][N:13]([C:16]2[CH:24]=[CH:23][C:19]([C:20]([NH:84][S:81]([C:78]3[CH:79]=[CH:80][C:75]([NH:74][C@H:65]([CH2:64][CH2:63][N:61]4[CH2:60][CH2:59][O:58][C@@H:57]([CH2:56][O:55][Si:38]([C:51]([CH3:52])([CH3:53])[CH3:54])([C:45]5[CH:46]=[CH:47][CH:48]=[CH:49][CH:50]=5)[C:39]5[CH:44]=[CH:43][CH:42]=[CH:41][CH:40]=5)[CH2:62]4)[CH2:66][S:67][C:68]4[CH:73]=[CH:72][CH:71]=[CH:70][CH:69]=4)=[C:76]([S:85]([C:88]([F:89])([F:90])[F:91])(=[O:86])=[O:87])[CH:77]=3)(=[O:83])=[O:82])=[O:21])=[CH:18][CH:17]=2)[CH2:12][CH2:11]1)([C:4]([CH3:7])([CH3:6])[CH3:5])([CH3:3])[CH3:2]. The reactants are [Si:1]([O:8][C@@H:9]([C:25]1[CH:30]=[CH:29][CH:28]=[CH:27][C:26]=1[C:31]1[CH:36]=[CH:35][C:34]([Cl:37])=[CH:33][CH:32]=1)[CH:10]1[CH2:15][CH2:14][N:13]([C:16]2[CH:24]=[CH:23][C:19]([C:20](O)=[O:21])=[CH:18][CH:17]=2)[CH2:12][CH2:11]1)([C:4]([CH3:7])([CH3:6])[CH3:5])([CH3:3])[CH3:2].[Si:38]([O:55][CH2:56][C@H:57]1[CH2:62][N:61]([CH2:63][CH2:64][C@@H:65]([NH:74][C:75]2[CH:80]=[CH:79][C:78]([S:81]([NH2:84])(=[O:83])=[O:82])=[CH:77][C:76]=2[S:85]([C:88]([F:91])([F:90])[F:89])(=[O:87])=[O:86])[CH2:66][S:67][C:68]2[CH:73]=[CH:72][CH:71]=[CH:70][CH:69]=2)[CH2:60][CH2:59][O:58]1)([C:51]([CH3:54])([CH3:53])[CH3:52])([C:45]1[CH:50]=[CH:49][CH:48]=[CH:47][CH:46]=1)[C:39]1[CH:44]=[CH:43][CH:42]=[CH:41][CH:40]=1. No catalyst specified. The yield is 0.660. (3) The reactants are [C:1]([NH:4][CH2:5][CH2:6][CH:7]1[C:15]2[C:10](=[CH:11][CH:12]=[C:13]([NH:17][C:18](=[O:28])[CH2:19][CH2:20][CH2:21][C:22]3[CH:27]=[CH:26][CH:25]=[CH:24][CH:23]=3)[C:14]=2O)[CH2:9][CH2:8]1)(=[O:3])[CH3:2].C1(C)C=CC(S([O-])(=O)=O)=CC=1.[NH+]1C=CC=CC=1. The catalyst is C1(C)C(C)=CC=CC=1. The product is [C:22]1([CH2:21][CH2:20][CH2:19][C:18]2[O:28][C:14]3[C:15]4[CH:7]([CH2:6][CH2:5][NH:4][C:1](=[O:3])[CH3:2])[CH2:8][CH2:9][C:10]=4[CH:11]=[CH:12][C:13]=3[N:17]=2)[CH:23]=[CH:24][CH:25]=[CH:26][CH:27]=1. The yield is 0.830. (4) The reactants are Br[C:2]1[CH:7]=[CH:6][C:5]([S:8][CH3:9])=[CH:4][CH:3]=1.[C:10]1(B(O)O)[CH:15]=[CH:14][CH:13]=[CH:12][CH:11]=1.C([O-])([O-])=O.[K+].[K+]. The catalyst is COCCOC.O. The product is [C:10]1([C:2]2[CH:7]=[CH:6][C:5]([S:8][CH3:9])=[CH:4][CH:3]=2)[CH:15]=[CH:14][CH:13]=[CH:12][CH:11]=1. The yield is 0.950. (5) The reactants are [O:1]1[C:5]2[CH:6]=[CH:7][C:8]([OH:10])=[CH:9][C:4]=2[O:3][CH2:2]1.C([Mg]Cl)(C)C.[CH:16]1([CH2:19][CH2:20][N:21]2[C:29]3[C:24](=[CH:25][CH:26]=[CH:27][CH:28]=3)[C:23](=[O:30])[C:22]2=[O:31])[CH2:18][CH2:17]1. The catalyst is C1COCC1.ClCCl. The product is [CH:16]1([CH2:19][CH2:20][N:21]2[C:29]3[C:24](=[CH:25][CH:26]=[CH:27][CH:28]=3)[C:23]([OH:30])([C:7]3[C:8]([OH:10])=[CH:9][C:4]4[O:3][CH2:2][O:1][C:5]=4[CH:6]=3)[C:22]2=[O:31])[CH2:18][CH2:17]1. The yield is 0.760.